This data is from Reaction yield outcomes from USPTO patents with 853,638 reactions. The task is: Predict the reaction yield, written as a fraction of the theoretical maximum amount of product (1.0 means a 100% yield; for example, 0.34 means a 34% yield). (1) The reactants are [O:1]1[C:5]2[CH:6]=[CH:7][C:8]([C:10]3([C:13]([OH:15])=O)[CH2:12][CH2:11]3)=[CH:9][C:4]=2[O:3][CH2:2]1.CN(C(ON1N=NC2C=CC=CC1=2)=[N+](C)C)C.F[P-](F)(F)(F)(F)F.CCN(CC)CC.[NH2:47][C:48]1[CH:49]=[C:50]2[C:54](=[CH:55][CH:56]=1)[NH:53][C:52]([CH:57]([CH3:63])[C:58]([O:60][CH2:61][CH3:62])=[O:59])=[CH:51]2. The catalyst is C(#N)C. The product is [O:1]1[C:5]2[CH:6]=[CH:7][C:8]([C:10]3([C:13]([NH:47][C:48]4[CH:49]=[C:50]5[C:54](=[CH:55][CH:56]=4)[NH:53][C:52]([CH:57]([CH3:63])[C:58]([O:60][CH2:61][CH3:62])=[O:59])=[CH:51]5)=[O:15])[CH2:11][CH2:12]3)=[CH:9][C:4]=2[O:3][CH2:2]1. The yield is 0.500. (2) The reactants are C([O:4][CH2:5][C@@H:6]1[C@@H:11]([O:12]C(=O)C)[C@H:10]([O:16]C(=O)C)[C@@:9]([O:21]C(=O)C)([CH3:20])[C@@H:8]([O:25][C:26]2[CH:31]=[CH:30][C:29]([C:32]3[CH:37]=[CH:36][C:35]([O:38][C@@H:39]4[C@:44]([O:46]C(=O)C)([CH3:45])[C@@H:43]([O:50]C(=O)C)[C@H:42]([O:54]C(=O)C)[C@@H:41]([CH2:58][O:59]C(=O)C)[O:40]4)=[C:34]([CH3:63])[CH:33]=3)=[CH:28][C:27]=2[CH3:64])[O:7]1)(=O)C.C[O-].[Na+]. The catalyst is CO. The product is [OH:59][CH2:58][C@H:41]1[O:40][C@H:39]([O:38][C:35]2[CH:36]=[CH:37][C:32]([C:29]3[CH:30]=[CH:31][C:26]([O:25][C@@H:8]4[C@:9]([OH:21])([CH3:20])[C@@H:10]([OH:16])[C@H:11]([OH:12])[C@@H:6]([CH2:5][OH:4])[O:7]4)=[C:27]([CH3:64])[CH:28]=3)=[CH:33][C:34]=2[CH3:63])[C@@:44]([CH3:45])([OH:46])[C@@H:43]([OH:50])[C@@H:42]1[OH:54]. The yield is 0.850. (3) The reactants are [O:1]=[C:2]1[NH:6][C:5](=[O:7])[CH:4]([CH2:8][C:9]2[CH:19]=[CH:18][C:12]([O:13][CH2:14][C:15]([OH:17])=O)=[CH:11][CH:10]=2)[S:3]1.S(Cl)(Cl)=O.[NH2:24][C:25]1[CH:30]=[CH:29][C:28]([O:31][CH3:32])=[CH:27][C:26]=1[N:33]([CH3:41])[C:34](=[O:40])[O:35][C:36]([CH3:39])([CH3:38])[CH3:37].C(N(CC)CC)C. The catalyst is C(#N)C.O.CN(C)C=O. The product is [O:1]=[C:2]1[NH:6][C:5](=[O:7])[CH:4]([CH2:8][C:9]2[CH:10]=[CH:11][C:12]([O:13][CH2:14][C:15]([NH:24][C:25]3[CH:30]=[CH:29][C:28]([O:31][CH3:32])=[CH:27][C:26]=3[N:33]([CH3:41])[C:34](=[O:40])[O:35][C:36]([CH3:37])([CH3:39])[CH3:38])=[O:17])=[CH:18][CH:19]=2)[S:3]1. The yield is 0.920.